Dataset: Peptide-MHC class I binding affinity with 185,985 pairs from IEDB/IMGT. Task: Regression. Given a peptide amino acid sequence and an MHC pseudo amino acid sequence, predict their binding affinity value. This is MHC class I binding data. (1) The peptide sequence is YMLSWGKEA. The MHC is HLA-A80:01 with pseudo-sequence HLA-A80:01. The binding affinity (normalized) is 0.0847. (2) The peptide sequence is LLWFHISCL. The binding affinity (normalized) is 0. The MHC is HLA-A68:01 with pseudo-sequence HLA-A68:01. (3) The peptide sequence is SQLEMCEKY. The MHC is HLA-B40:01 with pseudo-sequence HLA-B40:01. The binding affinity (normalized) is 0.0847. (4) The binding affinity (normalized) is 0.0847. The MHC is HLA-B15:01 with pseudo-sequence HLA-B15:01. The peptide sequence is KIRLGFHWK. (5) The peptide sequence is LLQRWGGTC. The MHC is HLA-B15:01 with pseudo-sequence HLA-B15:01. The binding affinity (normalized) is 0.0177. (6) The peptide sequence is RPRLWRSVI. The binding affinity (normalized) is 0.365. The MHC is HLA-B51:01 with pseudo-sequence HLA-B51:01. (7) The peptide sequence is QHPMKVII. The MHC is Mamu-A01 with pseudo-sequence Mamu-A01. The binding affinity (normalized) is 0. (8) The peptide sequence is LFDFVNEKY. The MHC is HLA-A11:01 with pseudo-sequence HLA-A11:01. The binding affinity (normalized) is 0.00246. (9) The peptide sequence is MPSMSRRVF. The MHC is HLA-A68:02 with pseudo-sequence HLA-A68:02. The binding affinity (normalized) is 0.